This data is from Catalyst prediction with 721,799 reactions and 888 catalyst types from USPTO. The task is: Predict which catalyst facilitates the given reaction. Reactant: [CH3:1][C:2]1[CH:7]=[CH:6][CH:5]=[C:4]([CH3:8])[C:3]=1B(O)O.Br[C:13]1[CH:14]=[C:15]([CH:19]2[CH2:28][CH2:27][C:26]3[C:21](=[CH:22][C:23]4[O:31][CH2:30][C@@H:29]([CH2:32][C:33]([O:35][CH3:36])=[O:34])[C:24]=4[CH:25]=3)[O:20]2)[CH:16]=[CH:17][CH:18]=1.C([O-])([O-])=O.[K+].[K+].[NH4+].[Cl-]. Product: [CH3:1][C:2]1[CH:7]=[CH:6][CH:5]=[C:4]([CH3:8])[C:3]=1[C:17]1[CH:18]=[CH:13][CH:14]=[C:15]([CH:19]2[CH2:28][CH2:27][C:26]3[C:21](=[CH:22][C:23]4[O:31][CH2:30][C@@H:29]([CH2:32][C:33]([O:35][CH3:36])=[O:34])[C:24]=4[CH:25]=3)[O:20]2)[CH:16]=1. The catalyst class is: 206.